Dataset: Forward reaction prediction with 1.9M reactions from USPTO patents (1976-2016). Task: Predict the product of the given reaction. (1) Given the reactants N(C(OCC)=O)=NC(OCC)=O.[NH2:13][C:14]1[N:19]=[C:18]([CH:20]2[CH2:25][CH2:24][CH2:23][N:22]([C:26]([O:28][C:29]([CH3:32])([CH3:31])[CH3:30])=[O:27])[CH2:21]2)[CH:17]=[C:16]([C:33]2[C:38]([OH:39])=[CH:37][CH:36]=[CH:35][C:34]=2[OH:40])[N:15]=1.CC1(C)[O:46][CH:45]([CH2:47]O)[CH2:44][O:43]1.C1(P(C2C=CC=CC=2)C2C=CC=CC=2)C=CC=CC=1, predict the reaction product. The product is: [NH2:13][C:14]1[N:19]=[C:18]([CH:20]2[CH2:25][CH2:24][CH2:23][N:22]([C:26]([O:28][C:29]([CH3:32])([CH3:30])[CH3:31])=[O:27])[CH2:21]2)[CH:17]=[C:16]([C:33]2[C:34]([OH:40])=[CH:35][CH:36]=[CH:37][C:38]=2[O:39][CH2:47][CH:45]([OH:46])[CH2:44][OH:43])[N:15]=1. (2) Given the reactants Br[C:2]1[CH:7]=[CH:6][C:5]([S:8]([NH2:11])(=[O:10])=[O:9])=[CH:4][CH:3]=1.C([O-])(=O)C.[K+].[Cl:17][C:18]1[CH:23]=[CH:22][C:21]([C:24]2[N:25]=[C:26]([CH2:29][CH:30]3[CH2:34][CH2:33][CH2:32][C:31]3=[O:35])[S:27][CH:28]=2)=[CH:20][CH:19]=1, predict the reaction product. The product is: [Cl:17][C:18]1[CH:19]=[CH:20][C:21]([C:24]2[N:25]=[C:26]([CH2:29][CH:30]3[CH2:34][CH2:33][CH2:32][C:31]3=[O:35])[S:27][C:28]=2[C:2]2[CH:7]=[CH:6][C:5]([S:8]([NH2:11])(=[O:10])=[O:9])=[CH:4][CH:3]=2)=[CH:22][CH:23]=1. (3) Given the reactants [NH2:1][C:2]1[C:9]([CH3:10])=[CH:8][C:5]([C:6]#[N:7])=[CH:4][N:3]=1.[CH3:11][Si](C)(C)[N-][Si](C)(C)C.[Na+].CI, predict the reaction product. The product is: [CH3:10][C:9]1[C:2]([NH:1][CH3:11])=[N:3][CH:4]=[C:5]([CH:8]=1)[C:6]#[N:7]. (4) Given the reactants [Cl:1][C:2]1[CH:7]=[C:6]([Cl:8])[N:5]=[C:4]([N:9]2[CH2:14][CH2:13][O:12][CH2:11][C@@H:10]2[CH3:15])[N:3]=1.C([Li])CCC.[O:21]1[CH2:25][CH2:24]OS1(=O)=O.Cl, predict the reaction product. The product is: [Cl:8][C:6]1[C:7]([CH2:24][CH2:25][OH:21])=[C:2]([Cl:1])[N:3]=[C:4]([N:9]2[CH2:14][CH2:13][O:12][CH2:11][C@@H:10]2[CH3:15])[N:5]=1. (5) Given the reactants [Cl:1][C:2]1[CH:14]=[C:13]([CH:15]([CH3:17])[CH3:16])[CH:12]=[CH:11][C:3]=1[C:4]([O:6]C(C)(C)C)=[O:5].FC(F)(F)C(O)=O, predict the reaction product. The product is: [Cl:1][C:2]1[CH:14]=[C:13]([CH:15]([CH3:17])[CH3:16])[CH:12]=[CH:11][C:3]=1[C:4]([OH:6])=[O:5]. (6) Given the reactants O.O.[Sn](Cl)Cl.[N+:6]([C:9]1[CH:14]=[CH:13][C:12]([N:15]2[C:28](=[O:29])[C:18]3=[CH:19][NH:20][C:21]4[C:22]([F:27])=[CH:23][CH:24]=[CH:25][C:26]=4[C:17]3=[N:16]2)=[CH:11][CH:10]=1)([O-])=O.C(OCC)(=O)C.C(=O)(O)[O-].[Na+], predict the reaction product. The product is: [NH2:6][C:9]1[CH:14]=[CH:13][C:12]([N:15]2[C:28](=[O:29])[C:18]3=[CH:19][NH:20][C:21]4[C:22]([F:27])=[CH:23][CH:24]=[CH:25][C:26]=4[C:17]3=[N:16]2)=[CH:11][CH:10]=1.